From a dataset of Full USPTO retrosynthesis dataset with 1.9M reactions from patents (1976-2016). Predict the reactants needed to synthesize the given product. (1) Given the product [NH2:31][C:30]1[N:22]=[CH:23][N:24]=[C:25]2[C:29]=1[N:28]=[CH:27][N:26]2[CH2:2][C:3]1[N:12]([C:13]2[CH:18]=[CH:17][CH:16]=[CH:15][C:14]=2[Cl:19])[C:11](=[O:20])[C:10]2[C:5](=[CH:6][CH:7]=[CH:8][C:9]=2[F:21])[N:4]=1, predict the reactants needed to synthesize it. The reactants are: Cl[CH2:2][C:3]1[N:12]([C:13]2[CH:18]=[CH:17][CH:16]=[CH:15][C:14]=2[Cl:19])[C:11](=[O:20])[C:10]2[C:5](=[CH:6][CH:7]=[CH:8][C:9]=2[F:21])[N:4]=1.[N:22]1[C:30]([NH2:31])=[C:29]2[C:25]([N:26]=[CH:27][NH:28]2)=[N:24][CH:23]=1. (2) The reactants are: [Br:1][C:2]1[CH:3]=[C:4]([C:21]([NH:23][C:24]2[CH:34]=[CH:33][C:27]([C:28]([O:30]CC)=[O:29])=[CH:26][CH:25]=2)=[O:22])[CH:5]=[C:6]2[C:11]=1[O:10][C:9]([CH3:13])([CH3:12])[CH:8]=[C:7]2[C:14]1[CH:19]=[CH:18][C:17]([CH3:20])=[CH:16][CH:15]=1.O1CCCC1.[OH-].[Na+].Cl. Given the product [Br:1][C:2]1[CH:3]=[C:4]([C:21]([NH:23][C:24]2[CH:25]=[CH:26][C:27]([C:28]([OH:30])=[O:29])=[CH:33][CH:34]=2)=[O:22])[CH:5]=[C:6]2[C:11]=1[O:10][C:9]([CH3:12])([CH3:13])[CH:8]=[C:7]2[C:14]1[CH:15]=[CH:16][C:17]([CH3:20])=[CH:18][CH:19]=1, predict the reactants needed to synthesize it. (3) Given the product [O:1]1[C:6]2[CH:7]=[CH:8][C:9]([CH2:11][C:12]3[N:13]=[C:14]([N:22]4[CH2:23][CH2:24][O:25][CH2:26][CH2:27]4)[S:15][C:16]=3[C:17]([OH:19])=[O:18])=[CH:10][C:5]=2[O:4][CH2:3][CH2:2]1, predict the reactants needed to synthesize it. The reactants are: [O:1]1[C:6]2[CH:7]=[CH:8][C:9]([CH2:11][C:12]3[N:13]=[C:14]([N:22]4[CH2:27][CH2:26][O:25][CH2:24][CH2:23]4)[S:15][C:16]=3[C:17]([O:19]CC)=[O:18])=[CH:10][C:5]=2[O:4][CH2:3][CH2:2]1.O1CCCC1.CO.[OH-].[Li+].Cl. (4) The reactants are: [F:1][C:2]1[C:11]2[C:6](=[CH:7][CH:8]=[CH:9][CH:10]=2)[C:5]([O:12][CH2:13][C:14]2[CH:19]=[CH:18][C:17]([C:20]([F:23])([F:22])[F:21])=[CH:16][CH:15]=2)=[C:4]([C:24]([O:26]C)=[O:25])[CH:3]=1.[OH-].[Na+].Cl. Given the product [F:1][C:2]1[C:11]2[C:6](=[CH:7][CH:8]=[CH:9][CH:10]=2)[C:5]([O:12][CH2:13][C:14]2[CH:15]=[CH:16][C:17]([C:20]([F:23])([F:21])[F:22])=[CH:18][CH:19]=2)=[C:4]([C:24]([OH:26])=[O:25])[CH:3]=1, predict the reactants needed to synthesize it. (5) Given the product [CH3:35][N:32]1[CH2:31][CH:30]=[C:29]([C:26]2[CH:27]=[N:28][C:23]([N:19]3[CH2:20][CH2:21][CH2:22][CH:17]([CH2:16][N:13]4[C:11]5=[N:12][C:7]([C:5]6[CH:4]=[N:3][N:2]([CH3:1])[CH:6]=6)=[CH:8][N:9]=[C:10]5[N:15]=[N:14]4)[CH2:18]3)=[N:24][CH:25]=2)[CH2:34][CH2:33]1, predict the reactants needed to synthesize it. The reactants are: [CH3:1][N:2]1[CH:6]=[C:5]([C:7]2[N:12]=[C:11]3[N:13]([CH2:16][CH:17]4[CH2:22][CH2:21][CH2:20][N:19]([C:23]5[N:28]=[CH:27][C:26]([C:29]6[CH2:34][CH2:33][N:32]([C:35](OC(C)(C)C)=O)[CH2:31][CH:30]=6)=[CH:25][N:24]=5)[CH2:18]4)[N:14]=[N:15][C:10]3=[N:9][CH:8]=2)[CH:4]=[N:3]1.[OH-].[Na+]. (6) Given the product [ClH:26].[ClH:26].[NH2:18][C@@H:16]1[CH2:17][C@H:15]1[C:12]1[CH:11]=[CH:10][C:9]([C:7]([NH:6][C:4]2[CH:3]=[N:2][NH:1][CH:5]=2)=[O:8])=[CH:14][CH:13]=1, predict the reactants needed to synthesize it. The reactants are: [NH:1]1[CH:5]=[C:4]([NH:6][C:7]([C:9]2[CH:14]=[CH:13][C:12]([C@@H:15]3[CH2:17][C@H:16]3[NH:18]C(=O)OC(C)(C)C)=[CH:11][CH:10]=2)=[O:8])[CH:3]=[N:2]1.[ClH:26].C(OCC)(=O)C. (7) Given the product [CH3:19][C:17]1([CH3:18])[CH2:16][C:15]2[C:10](=[CH:11][CH:12]=[C:13]([C:20]([O:22][CH3:23])=[O:21])[CH:14]=2)[NH:9][CH:8]1[C:3]1[CH:4]=[CH:5][CH:6]=[CH:7][C:2]=1[NH:1][C:39](=[O:40])[C:34]1[CH:35]=[CH:36][CH:37]=[CH:38][N:33]=1, predict the reactants needed to synthesize it. The reactants are: [NH2:1][C:2]1[CH:7]=[CH:6][CH:5]=[CH:4][C:3]=1[CH:8]1[C:17]([CH3:19])([CH3:18])[CH2:16][C:15]2[C:10](=[CH:11][CH:12]=[C:13]([C:20]([O:22][CH3:23])=[O:21])[CH:14]=2)[NH:9]1.C(N(CC)C(C)C)(C)C.[N:33]1[CH:38]=[CH:37][CH:36]=[CH:35][C:34]=1[C:39](Cl)=[O:40]. (8) The reactants are: [OH:1][C@H:2]1[CH2:6][NH:5][C@@H:4]([C:7]([OH:9])=[O:8])[CH2:3]1.[F:10][C:11]([F:21])([F:20])[C:12]1[CH:13]=[C:14]([CH:17]=[CH:18][CH:19]=1)[CH2:15]Br.C([O-])([O-])=O.[Na+].[Na+]. Given the product [OH:1][C@H:2]1[CH2:6][N:5]([CH2:15][C:14]2[CH:17]=[CH:18][CH:19]=[C:12]([C:11]([F:21])([F:20])[F:10])[CH:13]=2)[C@@H:4]([C:7]([O:9][CH2:15][C:14]2[CH:17]=[CH:18][CH:19]=[C:12]([C:11]([F:10])([F:20])[F:21])[CH:13]=2)=[O:8])[CH2:3]1, predict the reactants needed to synthesize it. (9) Given the product [I:20][C:3]#[C:2][CH2:1][N:4]1[C:16]2[CH:15]=[CH:14][CH:13]=[CH:12][C:11]=2[C:10]2[C:5]1=[CH:6][CH:7]=[CH:8][CH:9]=2, predict the reactants needed to synthesize it. The reactants are: [CH2:1]([N:4]1[C:16]2[CH:15]=[CH:14][CH:13]=[CH:12][C:11]=2[C:10]2[C:5]1=[CH:6][CH:7]=[CH:8][CH:9]=2)[C:2]#[CH:3].O.[OH-].[Na+].[I:20]I. (10) The reactants are: [C:1](Cl)(=[O:8])[C:2]1[CH:7]=[CH:6][CH:5]=[CH:4][CH:3]=1.[Cl:10][C:11]1[CH:16]=[CH:15][C:14]([CH3:17])=[CH:13][C:12]=1[OH:18].C(N(CC)CC)C. Given the product [Cl:10][C:11]1[CH:16]=[CH:15][C:14]([CH3:17])=[CH:13][C:12]=1[O:18][C:1](=[O:8])[C:2]1[CH:7]=[CH:6][CH:5]=[CH:4][CH:3]=1, predict the reactants needed to synthesize it.